From a dataset of Catalyst prediction with 721,799 reactions and 888 catalyst types from USPTO. Predict which catalyst facilitates the given reaction. (1) Reactant: [CH:1]1([CH2:7][C@@H:8]([C:38]([O:40]C)=[O:39])[NH:9][C:10]([C:12]2[S:13][C:14]([C:30]3[CH:35]=[CH:34][C:33]([O:36][CH3:37])=[CH:32][CH:31]=3)=[CH:15][C:16]=2[NH:17][C:18]([NH:20][C:21]2[C:26]([CH3:27])=[CH:25][C:24]([CH3:28])=[CH:23][C:22]=2[CH3:29])=[O:19])=[O:11])[CH2:6][CH2:5][CH2:4][CH2:3][CH2:2]1.[OH-].[Li+]. The catalyst class is: 1. Product: [CH:1]1([CH2:7][C@@H:8]([C:38]([OH:40])=[O:39])[NH:9][C:10]([C:12]2[S:13][C:14]([C:30]3[CH:31]=[CH:32][C:33]([O:36][CH3:37])=[CH:34][CH:35]=3)=[CH:15][C:16]=2[NH:17][C:18]([NH:20][C:21]2[C:26]([CH3:27])=[CH:25][C:24]([CH3:28])=[CH:23][C:22]=2[CH3:29])=[O:19])=[O:11])[CH2:6][CH2:5][CH2:4][CH2:3][CH2:2]1. (2) Reactant: [CH:1]([C:4]1[CH:9]=[CH:8][C:7]([C:10]2[N:11]=[C:12]([NH:15][CH2:16][C:17]3[S:18][CH:19]=[CH:20][CH:21]=3)[S:13][CH:14]=2)=[CH:6][CH:5]=1)([CH3:3])[CH3:2].Cl[S:23]([C:26]1[CH:34]=[CH:33][C:29]([C:30]([OH:32])=[O:31])=[CH:28][CH:27]=1)(=[O:25])=[O:24].C(N(CC)CC)C.C([O-])(O)=O.[Na+]. Product: [CH:1]([C:4]1[CH:5]=[CH:6][C:7]([C:10]2[N:11]=[C:12]([N:15]([CH2:16][C:17]3[S:18][CH:19]=[CH:20][CH:21]=3)[S:23]([C:26]3[CH:27]=[CH:28][C:29]([C:30]([OH:32])=[O:31])=[CH:33][CH:34]=3)(=[O:25])=[O:24])[S:13][CH:14]=2)=[CH:8][CH:9]=1)([CH3:3])[CH3:2]. The catalyst class is: 79. (3) Reactant: [CH2:1]([O:3][C:4]1[CH:18]=[CH:17][C:7]([O:8][C:9]2[CH:16]=[CH:15][C:12]([C:13]#[N:14])=[CH:11][CH:10]=2)=[CH:6][CH:5]=1)[CH3:2].C1COCC1.[H-].[Al+3].[Li+].[H-].[H-].[H-].[OH-].[Na+]. Product: [CH2:1]([O:3][C:4]1[CH:18]=[CH:17][C:7]([O:8][C:9]2[CH:16]=[CH:15][C:12]([CH2:13][NH2:14])=[CH:11][CH:10]=2)=[CH:6][CH:5]=1)[CH3:2]. The catalyst class is: 97. (4) Reactant: Br[CH2:2][C:3]([C:5]1[CH:10]=[CH:9][C:8]([O:11][CH2:12][C:13]2[CH:18]=[CH:17][CH:16]=[CH:15][CH:14]=2)=[C:7]([F:19])[CH:6]=1)=[O:4].[N-:20]=[N+:21]=[N-:22].[Na+]. Product: [N:20]([CH2:2][C:3]([C:5]1[CH:10]=[CH:9][C:8]([O:11][CH2:12][C:13]2[CH:18]=[CH:17][CH:16]=[CH:15][CH:14]=2)=[C:7]([F:19])[CH:6]=1)=[O:4])=[N+:21]=[N-:22]. The catalyst class is: 3.